Dataset: Forward reaction prediction with 1.9M reactions from USPTO patents (1976-2016). Task: Predict the product of the given reaction. (1) Given the reactants [CH2:1]([O:8][C:9]1[CH:14]=[CH:13][N:12]([CH2:15][CH2:16][C:17]2[S:18][C:19]([CH2:22]O)=[CH:20][CH:21]=2)[C:11](=[O:24])[CH:10]=1)[C:2]1[CH:7]=[CH:6][CH:5]=[CH:4][CH:3]=1.[NH:25]1[CH2:30][CH2:29][CH:28]([NH:31][C:32](=[O:34])[CH3:33])[CH2:27][CH2:26]1, predict the reaction product. The product is: [CH2:1]([O:8][C:9]1[CH:14]=[CH:13][N:12]([CH2:15][CH2:16][C:17]2[S:18][C:19]([CH2:22][N:25]3[CH2:30][CH2:29][CH:28]([NH:31][C:32](=[O:34])[CH3:33])[CH2:27][CH2:26]3)=[CH:20][CH:21]=2)[C:11](=[O:24])[CH:10]=1)[C:2]1[CH:7]=[CH:6][CH:5]=[CH:4][CH:3]=1. (2) Given the reactants C([O:5][C:6](=[O:17])[CH2:7][O:8][CH2:9][C:10]1[CH:15]=[CH:14][C:13]([F:16])=[CH:12][CH:11]=1)(C)(C)C, predict the reaction product. The product is: [F:16][C:13]1[CH:12]=[CH:11][C:10]([CH2:9][O:8][CH2:7][C:6]([OH:17])=[O:5])=[CH:15][CH:14]=1. (3) Given the reactants [CH3:1][O:2][C:3]1[C:8](OC)=[CH:7][CH:6]=[CH:5][C:4]=1[C:11]1[NH:15][N:14]=[C:13]([O:16][CH2:17][C:18]2[CH:23]=[CH:22][CH:21]=[CH:20][C:19]=2[F:24])[CH:12]=1.O1C2C(C(O)=O)=CC=CC=2C[CH2:26]1, predict the reaction product. The product is: [O:2]1[C:3]2[C:4]([C:11]3[NH:15][N:14]=[C:13]([O:16][CH2:17][C:18]4[CH:23]=[CH:22][CH:21]=[CH:20][C:19]=4[F:24])[CH:12]=3)=[CH:5][CH:6]=[CH:7][C:8]=2[CH2:26][CH2:1]1. (4) Given the reactants [O:1]=[C:2]1[CH:11]=[CH:10][C:9]2[C:4](=[CH:5][C:6]([O:12][C:13]([F:16])([F:15])[F:14])=[CH:7][CH:8]=2)[N:3]1[CH2:17][C:18]([O:20]C)=[O:19].[OH-].[Na+], predict the reaction product. The product is: [O:1]=[C:2]1[CH:11]=[CH:10][C:9]2[C:4](=[CH:5][C:6]([O:12][C:13]([F:15])([F:14])[F:16])=[CH:7][CH:8]=2)[N:3]1[CH2:17][C:18]([OH:20])=[O:19]. (5) Given the reactants C(OC[C@@H](OC(C)(C)C)C1C(C2C=CC(Cl)=CC=2)=C2C(=CC=1C)N=C(OS(C(F)(F)F)(=O)=O)C=C2)(=O)C(C)(C)C.C([O:47][CH2:48][C@H:49]([C:55]1[C:56]([C:73]2[CH:78]=[CH:77][C:76]([Cl:79])=[CH:75][CH:74]=2)=[C:57]2[C:62](=[CH:63][C:64]=1[CH3:65])[N:61]=[C:60]([C:66]1[CH:71]=[CH:70][C:69]([Cl:72])=[CH:68][CH:67]=1)[CH:59]=[CH:58]2)[O:50][C:51]([CH3:54])([CH3:53])[CH3:52])(=O)C(C)(C)C, predict the reaction product. The product is: [Cl:72][C:69]1[CH:68]=[CH:67][C:66]([C:60]2[CH:59]=[CH:58][C:57]3[C:62](=[CH:63][C:64]([CH3:65])=[C:55]([C@H:49]([O:50][C:51]([CH3:53])([CH3:52])[CH3:54])[CH2:48][OH:47])[C:56]=3[C:73]3[CH:78]=[CH:77][C:76]([Cl:79])=[CH:75][CH:74]=3)[N:61]=2)=[CH:71][CH:70]=1. (6) Given the reactants C[O:2][C:3](=O)[C@H:4]([CH:22]([CH3:24])[CH3:23])[C:5]([C:14]1[CH:19]=[CH:18][C:17]([Br:20])=[C:16]([Cl:21])[CH:15]=1)([NH:7][S@:8]([C:10]([CH3:13])([CH3:12])[CH3:11])=[O:9])[CH3:6].[H-].C([Al+]CC(C)C)C(C)C.C1(C)C=CC=CC=1.CO, predict the reaction product. The product is: [Br:20][C:17]1[CH:18]=[CH:19][C:14]([C@@:5]([NH:7][S@:8]([C:10]([CH3:11])([CH3:13])[CH3:12])=[O:9])([CH3:6])[CH:4]([CH2:3][OH:2])[CH:22]([CH3:23])[CH3:24])=[CH:15][C:16]=1[Cl:21]. (7) The product is: [CH:18]1([C:17]2[C:11]3[S:10][C:9]([NH:8][C:6](=[O:7])[C:5]4[CH:4]=[CH:3][N:28]=[C:27]([N:29]5[CH2:33][CH2:32][CH2:31][CH2:30]5)[C:26]=4[CH3:34])=[N:13][C:12]=3[C:14]([O:24][CH3:25])=[CH:15][CH:16]=2)[CH2:23][CH2:22][CH2:21][CH2:20][CH2:19]1. Given the reactants ClC[C:3]1[CH:4]=[C:5]([CH:26]=[CH:27][N:28]=1)[C:6]([NH:8][C:9]1[S:10][C:11]2[C:17]([CH:18]3[CH2:23][CH2:22][CH2:21][CH2:20][CH2:19]3)=[CH:16][CH:15]=[C:14]([O:24][CH3:25])[C:12]=2[N:13]=1)=[O:7].[NH:29]1[CH2:33][CH2:32][CH2:31][CH2:30]1.[CH2:34]1COCC1, predict the reaction product. (8) Given the reactants Cl[C:2]1[C:11]2[C:6](=[CH:7][CH:8]=[CH:9][CH:10]=2)[N:5]=[CH:4][CH:3]=1.[CH:12]1([NH2:15])[CH2:14][CH2:13]1.[OH-].[Na+], predict the reaction product. The product is: [CH:12]1([NH:15][C:2]2[C:11]3[C:6](=[CH:7][CH:8]=[CH:9][CH:10]=3)[N:5]=[CH:4][CH:3]=2)[CH2:14][CH2:13]1. (9) Given the reactants [Br:1][C:2]1[CH:7]=[CH:6][C:5]([Cl:8])=[CH:4][C:3]=1[C@H:9]([NH:11][S@](C(C)(C)C)=O)[CH3:10].Cl, predict the reaction product. The product is: [Br:1][C:2]1[CH:7]=[CH:6][C:5]([Cl:8])=[CH:4][C:3]=1[C@H:9]([NH2:11])[CH3:10].